From a dataset of Catalyst prediction with 721,799 reactions and 888 catalyst types from USPTO. Predict which catalyst facilitates the given reaction. (1) Product: [CH3:42][N:43]([O:44][CH3:45])[C:31](=[O:33])[C@H:20]([C@@H:21]([CH3:30])[O:22][Si:23]([C:26]([CH3:28])([CH3:27])[CH3:29])([CH3:25])[CH3:24])[NH:19][C:17]([O:16][CH2:9][C:10]1[CH:11]=[CH:12][CH:13]=[CH:14][CH:15]=1)=[O:18]. The catalyst class is: 1. Reactant: ClC(OCC(C)C)=O.[CH2:9]([O:16][C:17]([NH:19][C@H:20]([C:31]([OH:33])=O)[C@@H:21]([CH3:30])[O:22][Si:23]([C:26]([CH3:29])([CH3:28])[CH3:27])([CH3:25])[CH3:24])=[O:18])[C:10]1[CH:15]=[CH:14][CH:13]=[CH:12][CH:11]=1.CN1CCOCC1.Cl.[CH3:42][NH:43][O:44][CH3:45]. (2) Reactant: [N:1]([CH:4]([C:6]1[N:7]=[C:8]2[S:16][CH:15]=[C:14]([CH3:17])[N:9]2[C:10](=[O:13])[C:11]=1Br)[CH3:5])=[N+:2]=[N-:3].[F:18][C:19]1[CH:20]=[C:21](B(O)O)[CH:22]=[CH:23][CH:24]=1.C(=O)([O-])[O-].[Na+].[Na+].O. Product: [N:1]([CH:4]([C:6]1[N:7]=[C:8]2[S:16][CH:15]=[C:14]([CH3:17])[N:9]2[C:10](=[O:13])[C:11]=1[C:23]1[CH:22]=[CH:21][CH:20]=[C:19]([F:18])[CH:24]=1)[CH3:5])=[N+:2]=[N-:3]. The catalyst class is: 660. (3) Reactant: [C:1]([O:9][CH2:10][C:11](=[S:13])[NH2:12])(=[O:8])[C:2]1[CH:7]=[CH:6][CH:5]=[CH:4][CH:3]=1.C(=O)([O-])O.[Na+].Br[CH2:20][C:21]([C:23]1[CH:28]=[CH:27][C:26]([OH:29])=[CH:25][CH:24]=1)=O.C(O)C. Product: [C:1]([O:9][CH2:10][C:11]1[S:13][CH:20]=[C:21]([C:23]2[CH:28]=[CH:27][C:26]([OH:29])=[CH:25][CH:24]=2)[N:12]=1)(=[O:8])[C:2]1[CH:7]=[CH:6][CH:5]=[CH:4][CH:3]=1. The catalyst class is: 395. (4) Reactant: [CH3:1][CH:2]([CH3:25])[CH:3]([NH:8][C:9]([C:11]1[S:12][CH:13]=[C:14]([C:16]2[CH:21]=[CH:20][C:19]([N+:22]([O-])=O)=[CH:18][CH:17]=2)[N:15]=1)=[O:10])[C:4]([O:6][CH3:7])=[O:5].[Cl:26][C:27]1[CH:32]=[CH:31][CH:30]=[CH:29][C:28]=1[N:33]=[C:34]=[O:35]. Product: [Cl:26][C:27]1[CH:32]=[CH:31][CH:30]=[CH:29][C:28]=1[NH:33][C:34](=[O:35])[NH:22][C:19]1[CH:20]=[CH:21][C:16]([C:14]2[N:15]=[C:11]([C:9]([NH:8][CH:3]([CH:2]([CH3:25])[CH3:1])[C:4]([O:6][CH3:7])=[O:5])=[O:10])[S:12][CH:13]=2)=[CH:17][CH:18]=1. The catalyst class is: 1.